From a dataset of Full USPTO retrosynthesis dataset with 1.9M reactions from patents (1976-2016). Predict the reactants needed to synthesize the given product. (1) Given the product [OH:2][C:3]1[CH:8]=[CH:7][C:6]([N:9]2[C:18]([CH3:19])=[CH:17][C:16]3[C:11](=[CH:12][CH:13]=[CH:14][CH:15]=3)[C:10]2=[O:20])=[CH:5][CH:4]=1, predict the reactants needed to synthesize it. The reactants are: C[O:2][C:3]1[CH:8]=[CH:7][C:6]([N:9]2[C:18]([CH3:19])=[CH:17][C:16]3[C:11](=[CH:12][CH:13]=[CH:14][CH:15]=3)[C:10]2=[O:20])=[CH:5][CH:4]=1.B(Br)(Br)Br.C(=O)([O-])O.[Na+]. (2) Given the product [CH2:1]([C@@H:8]1[C@@H:16]([O:17][C:34]2[CH:39]=[CH:38][CH:37]=[CH:36][CH:35]=2)[C@H:15]([CH3:18])[O:14][C:13](=[O:19])[C@@H:12]([NH:20][C:21](=[O:27])[O:22][C:23]([CH3:26])([CH3:25])[CH3:24])[CH2:11][O:10][CH2:9]1)[C:2]1[CH:3]=[CH:4][CH:5]=[CH:6][CH:7]=1, predict the reactants needed to synthesize it. The reactants are: [CH2:1]([C@@H:8]1[C@@H:16]([OH:17])[C@H:15]([CH3:18])[O:14][C:13](=[O:19])[C@@H:12]([NH:20][C:21](=[O:27])[O:22][C:23]([CH3:26])([CH3:25])[CH3:24])[CH2:11][O:10][CH2:9]1)[C:2]1[CH:7]=[CH:6][CH:5]=[CH:4][CH:3]=1.FC(F)(F)S(O[C:34]1[CH:39]=[CH:38][CH:37]=[CH:36][C:35]=1[Si](C)(C)C)(=O)=O.[F-].[Cs+].[Na+].[Cl-]. (3) Given the product [Br-:7].[CH:1]1([P+:14]([C:15]2[CH:16]=[CH:17][CH:18]=[CH:19][CH:20]=2)([C:21]2[CH:26]=[CH:25][CH:24]=[CH:23][CH:22]=2)[C:8]2[CH:9]=[CH:10][CH:11]=[CH:12][CH:13]=2)[CH2:6][CH2:5][CH2:4][CH2:3][CH2:2]1, predict the reactants needed to synthesize it. The reactants are: [CH:1]1([Br:7])[CH2:6][CH2:5][CH2:4][CH2:3][CH2:2]1.[C:8]1([P:14]([C:21]2[CH:26]=[CH:25][CH:24]=[CH:23][CH:22]=2)[C:15]2[CH:20]=[CH:19][CH:18]=[CH:17][CH:16]=2)[CH:13]=[CH:12][CH:11]=[CH:10][CH:9]=1. (4) Given the product [CH3:15][O:16][C:17]([CH:19]1[CH2:24][CH2:23][CH:22]([C:25]2[CH:30]=[CH:29][C:28]([CH:42]=[CH:41][CH:38]3[CH2:39][CH2:40][CH:35]([CH2:32][CH2:33][CH3:34])[CH2:36][CH2:37]3)=[CH:27][CH:26]=2)[CH2:21][CH2:20]1)=[O:18], predict the reactants needed to synthesize it. The reactants are: CN(C)C(=O)C.P([O-])([O-])([O-])=O.[K+].[K+].[K+].[CH3:15][O:16][C:17]([CH:19]1[CH2:24][CH2:23][CH:22]([C:25]2[CH:30]=[CH:29][C:28](Br)=[CH:27][CH:26]=2)[CH2:21][CH2:20]1)=[O:18].[CH2:32]([CH:35]1[CH2:40][CH2:39][CH:38]([CH:41]=[CH2:42])[CH2:37][CH2:36]1)[CH2:33][CH3:34]. (5) Given the product [CH3:38][C:26]1[CH:25]=[C:24]([NH:23][C:19]2[C:10]3[CH:11]=[C:12]([C:15]([O:17][CH3:18])=[O:16])[CH2:13][CH2:14][NH:8][C:9]=3[N:22]=[CH:21][N:20]=2)[CH:29]=[CH:28][C:27]=1[O:30][C:31]1[CH:32]=[N:33][C:34]([CH3:37])=[CH:35][CH:36]=1, predict the reactants needed to synthesize it. The reactants are: COC1C=CC(C[N:8]2[CH2:14][CH2:13][C:12]([C:15]([O:17][CH3:18])=[O:16])=[CH:11][C:10]3[C:19]([NH:23][C:24]4[CH:29]=[CH:28][C:27]([O:30][C:31]5[CH:32]=[N:33][C:34]([CH3:37])=[CH:35][CH:36]=5)=[C:26]([CH3:38])[CH:25]=4)=[N:20][CH:21]=[N:22][C:9]2=3)=CC=1.FC(F)(F)C(O)=O. (6) The reactants are: Cl.[N:2]1[C:11]2[C:6](=[CH:7][CH:8]=[CH:9][CH:10]=2)[CH:5]=[CH:4][C:3]=1[CH2:12][CH:13]1[CH2:17][CH2:16][CH2:15][CH:14]1[NH2:18].CCN(C(C)C)C(C)C.CN(C(ON1N=NC2C=CC=CC1=2)=[N+](C)C)C.[B-](F)(F)(F)F.[CH2:50]([O:52][C:53]1[CH:61]=[CH:60][C:59]([CH3:62])=[CH:58][C:54]=1[C:55](O)=[O:56])[CH3:51]. Given the product [CH2:50]([O:52][C:53]1[CH:61]=[CH:60][C:59]([CH3:62])=[CH:58][C:54]=1[C:55]([NH:18][CH:14]1[CH2:15][CH2:16][CH2:17][CH:13]1[CH2:12][C:3]1[CH:4]=[CH:5][C:6]2[C:11](=[CH:10][CH:9]=[CH:8][CH:7]=2)[N:2]=1)=[O:56])[CH3:51], predict the reactants needed to synthesize it. (7) Given the product [Br-:1].[Br:1][C:2]1[CH:3]=[N+:4]([CH2:22][C:23]2[CH:24]=[C:25]([CH3:26])[CH:28]=[CH:29][CH:30]=2)[CH:5]=[CH:6][C:7]=1[CH2:8][CH:9]1[CH2:18][CH2:17][C:16]2[C:11](=[CH:12][CH:13]=[C:14]([O:19][CH3:20])[CH:15]=2)[C:10]1=[O:21], predict the reactants needed to synthesize it. The reactants are: [Br:1][C:2]1[CH:3]=[N:4][CH:5]=[CH:6][C:7]=1[CH2:8][CH:9]1[CH2:18][CH2:17][C:16]2[C:11](=[CH:12][CH:13]=[C:14]([O:19][CH3:20])[CH:15]=2)[C:10]1=[O:21].[CH3:22][C:23]1[CH:24]=[C:25]([CH:28]=[CH:29][CH:30]=1)[CH2:26]Br.